Task: Predict the reaction yield, written as a fraction of the theoretical maximum amount of product (1.0 means a 100% yield; for example, 0.34 means a 34% yield).. Dataset: Reaction yield outcomes from USPTO patents with 853,638 reactions (1) The reactants are [F:1][C:2]1[C:7]([F:8])=[CH:6][CH:5]=[CH:4][C:3]=1[C:9](=O)[CH3:10].[C:12]([S@:16]([NH2:18])=[O:17])([CH3:15])([CH3:14])[CH3:13].[BH4-].[Na+].CO. The catalyst is C1COCC1.C(O[Ti](OC(C)C)(OC(C)C)OC(C)C)(C)C.O. The product is [F:1][C:2]1[C:7]([F:8])=[CH:6][CH:5]=[CH:4][C:3]=1[C@H:9]([NH:18][S:16]([C:12]([CH3:15])([CH3:14])[CH3:13])=[O:17])[CH3:10]. The yield is 0.310. (2) The reactants are C[O:2][C:3](=O)[CH:4]([CH:28]1[CH2:30][CH2:29]1)[O:5][C:6]1[CH:27]=[CH:26][C:9]2[C:10]3[N:14]([CH2:15][CH2:16][O:17][C:8]=2[CH:7]=1)[CH:13]=[C:12]([C:18]1[N:19]([CH:23]([CH3:25])[CH3:24])[N:20]=[CH:21][N:22]=1)[N:11]=3.[NH3:32]. The catalyst is CO. The product is [CH:28]1([CH:4]([O:5][C:6]2[CH:27]=[CH:26][C:9]3[C:10]4[N:14]([CH:13]=[C:12]([C:18]5[N:19]([CH:23]([CH3:25])[CH3:24])[N:20]=[CH:21][N:22]=5)[N:11]=4)[CH2:15][CH2:16][O:17][C:8]=3[CH:7]=2)[C:3]([NH2:32])=[O:2])[CH2:29][CH2:30]1. The yield is 0.500. (3) The reactants are [NH2:1][CH2:2][C@@H:3]([NH:23][C:24](=[O:36])[C:25]1[CH:30]=[CH:29][C:28]([O:31][CH:32]([CH3:34])[CH3:33])=[C:27]([Cl:35])[CH:26]=1)[CH2:4][C:5]1[CH:10]=[CH:9][C:8]([C:11]2[N:12]=[C:13]3[C:18]([CH:19]([OH:21])[CH3:20])=[CH:17][CH:16]=[CH:15][N:14]3[CH:22]=2)=[CH:7][CH:6]=1.CCN=C=NCCCN(C)C.C(N(CC)C(C)C)(C)C.[CH3:57][N:58]([CH3:63])[CH2:59][C:60](O)=[O:61]. The catalyst is C(Cl)Cl.O. The product is [Cl:35][C:27]1[CH:26]=[C:25]([CH:30]=[CH:29][C:28]=1[O:31][CH:32]([CH3:33])[CH3:34])[C:24]([NH:23][C@@H:3]([CH2:4][C:5]1[CH:10]=[CH:9][C:8]([C:11]2[N:12]=[C:13]3[C:18]([CH:19]([OH:21])[CH3:20])=[CH:17][CH:16]=[CH:15][N:14]3[CH:22]=2)=[CH:7][CH:6]=1)[CH2:2][NH:1][C:60](=[O:61])[CH2:59][N:58]([CH3:63])[CH3:57])=[O:36]. The yield is 0.480. (4) The reactants are [NH2:1][C:2]1[C:15]2[C:6](=[CH:7][C:8]3[C:9]4[C:14]=2[C:13](=[O:16])[N:12]([CH2:17][CH2:18][N:19]([CH3:21])[CH3:20])[C:11](=[O:22])[C:10]=4[CH:23]=[CH:24][CH:25]=3)[CH:5]=[CH:4][CH:3]=1.C(N(CC)CC)C.Cl[C:34]([O:36][CH2:37][CH2:38][CH2:39][CH2:40][CH2:41][CH2:42][CH2:43][CH3:44])=[O:35].C(Cl)Cl.CO. The catalyst is ClCCl. The product is [CH3:21][N:19]([CH3:20])[CH2:18][CH2:17][N:12]1[C:11](=[O:22])[C:10]2[CH:23]=[CH:24][CH:25]=[C:8]3[C:9]=2[C:14](=[C:15]2[C:2]([NH:1][C:34](=[O:35])[O:36][CH2:37][CH2:38][CH2:39][CH2:40][CH2:41][CH2:42][CH2:43][CH3:44])=[CH:3][CH:4]=[CH:5][C:6]2=[CH:7]3)[C:13]1=[O:16]. The yield is 0.850. (5) The reactants are [F:1][C:2]1[CH:7]=[C:6]([F:8])[CH:5]=[CH:4][C:3]=1[C:9]1[N:18]=[C:17]([C:19]([OH:21])=O)[C:16]2[C:11](=[CH:12][CH:13]=[CH:14][CH:15]=2)[N:10]=1.Cl.[OH:23][C:24]1[C:33]([N:34]([CH3:36])[CH3:35])=[CH:32][CH:31]=[C:30]2[C:25]=1[CH2:26][CH2:27][NH:28][CH2:29]2. No catalyst specified. The product is [F:1][C:2]1[CH:7]=[C:6]([F:8])[CH:5]=[CH:4][C:3]=1[C:9]1[N:18]=[C:17]([C:19]([N:28]2[CH2:27][CH2:26][C:25]3[C:30](=[CH:31][CH:32]=[C:33]([N:34]([CH3:36])[CH3:35])[C:24]=3[OH:23])[CH2:29]2)=[O:21])[C:16]2[C:11](=[CH:12][CH:13]=[CH:14][CH:15]=2)[N:10]=1. The yield is 0.0800. (6) The reactants are [Br:1][C:2]1[CH:10]=[C:9]([CH3:11])[CH:8]=[CH:7][C:3]=1[C:4]([OH:6])=[O:5].[Br:12]N1C(=O)CCC1=O.CC(N=NC(C#N)(C)C)(C#N)C. The catalyst is ClCCCl. The product is [Br:1][C:2]1[CH:10]=[C:9]([CH2:11][Br:12])[CH:8]=[CH:7][C:3]=1[C:4]([OH:6])=[O:5]. The yield is 0.520.